From a dataset of Forward reaction prediction with 1.9M reactions from USPTO patents (1976-2016). Predict the product of the given reaction. (1) Given the reactants C([O:8][C:9]1[CH:16]=[CH:15][C:12]([CH:13]=[O:14])=[C:11]([O:17][CH:18]([CH3:20])[CH3:19])[CH:10]=1)C1C=CC=CC=1.CC1CC=CCC=1, predict the reaction product. The product is: [OH:8][C:9]1[CH:16]=[CH:15][C:12]([CH:13]=[O:14])=[C:11]([O:17][CH:18]([CH3:20])[CH3:19])[CH:10]=1. (2) The product is: [Br:21][C:17]1[CH:16]=[C:15]([CH:10]([S:7]([NH2:6])(=[O:8])=[O:9])[C:11]([OH:14])([CH3:12])[CH3:13])[CH:20]=[CH:19][CH:18]=1. Given the reactants COC1C=C(OC)C=CC=1C[NH:6][S:7]([CH:10]([C:15]1[CH:20]=[CH:19][CH:18]=[C:17]([Br:21])[CH:16]=1)[C:11]([OH:14])([CH3:13])[CH3:12])(=[O:9])=[O:8].FC(F)(F)C(O)=O.O.C(=O)([O-])O.[Na+], predict the reaction product.